Dataset: Forward reaction prediction with 1.9M reactions from USPTO patents (1976-2016). Task: Predict the product of the given reaction. Given the reactants [NH2:1][C:2]1[C:3]([C:10]([O:12][CH3:13])=[O:11])=[N:4][C:5](Br)=[C:6]([F:8])[CH:7]=1.[F:14][C:15]1[CH:20]=[CH:19][CH:18]=[C:17]([F:21])[C:16]=1B(O)O, predict the reaction product. The product is: [NH2:1][C:2]1[C:3]([C:10]([O:12][CH3:13])=[O:11])=[N:4][C:5]([C:16]2[C:15]([F:14])=[CH:20][CH:19]=[CH:18][C:17]=2[F:21])=[C:6]([F:8])[CH:7]=1.